From a dataset of Forward reaction prediction with 1.9M reactions from USPTO patents (1976-2016). Predict the product of the given reaction. (1) Given the reactants F[C:2]1[CH:3]=[C:4]([CH:8]2[CH2:17][C:16](=[O:18])[C:15]3[C:10](=[CH:11][CH:12]=[C:13]([OH:19])[CH:14]=3)[O:9]2)[CH:5]=[CH:6][CH:7]=1.OC1C=CC(O)=CC=1C(=O)C.[F:31][C:32]([F:42])([F:41])C1C=CC(C=O)=CC=1, predict the reaction product. The product is: [OH:19][C:13]1[CH:14]=[C:15]2[C:10](=[CH:11][CH:12]=1)[O:9][CH:8]([C:4]1[CH:5]=[CH:6][C:7]([C:32]([F:42])([F:41])[F:31])=[CH:2][CH:3]=1)[CH2:17][C:16]2=[O:18]. (2) Given the reactants [CH3:1][N:2]([CH3:6])[CH2:3][CH2:4][OH:5].Cl[C:8]1[N:9]=[C:10]([OH:24])[C:11]2[CH:17]=[CH:16][N:15]=[C:14]([C:18]3[N:19]=[CH:20][N:21]([CH3:23])[CH:22]=3)[C:12]=2[N:13]=1, predict the reaction product. The product is: [CH3:1][N:2]([CH3:6])[CH2:3][CH2:4][O:5][C:8]1[N:9]=[C:10]([OH:24])[C:11]2[CH:17]=[CH:16][N:15]=[C:14]([C:18]3[N:19]=[CH:20][N:21]([CH3:23])[CH:22]=3)[C:12]=2[N:13]=1. (3) Given the reactants [NH:1]1[C:9]2[C:4](=[CH:5][CH:6]=[CH:7][CH:8]=2)[CH2:3][CH2:2]1.[CH2:10]([N:17]=[C:18]=[O:19])[C:11]1[CH:16]=[CH:15][CH:14]=[CH:13][CH:12]=1, predict the reaction product. The product is: [CH2:10]([NH:17][C:18]([N:1]1[C:9]2[C:4](=[CH:5][CH:6]=[CH:7][CH:8]=2)[CH2:3][CH2:2]1)=[O:19])[C:11]1[CH:16]=[CH:15][CH:14]=[CH:13][CH:12]=1. (4) Given the reactants [Cl:1][C:2]1[CH:7]=[C:6]([I:8])[CH:5]=[CH:4][C:3]=1[NH:9][C:10](=O)[CH3:11].C(Cl)Cl.[N-:16]=[N+:17]=[N-:18].[Na+].FC(F)(F)S(OS(C(F)(F)F)(=O)=O)(=O)=O, predict the reaction product. The product is: [Cl:1][C:2]1[CH:7]=[C:6]([I:8])[CH:5]=[CH:4][C:3]=1[N:9]1[C:10]([CH3:11])=[N:18][N:17]=[N:16]1. (5) Given the reactants Cl[CH2:2][C:3]([NH:5][CH2:6][CH2:7][C:8]([NH:10][C:11]1[CH:12]=[C:13]2[C:18](=[CH:19][CH:20]=1)[N:17]=[CH:16][N:15]=[C:14]2[NH:21][C:22]1[CH:27]=[CH:26][C:25]([O:28][C:29]2[CH:30]=[N:31][C:32]([CH3:35])=[CH:33][CH:34]=2)=[C:24]([CH3:36])[CH:23]=1)=[O:9])=[O:4].[CH3:37][NH:38][CH3:39], predict the reaction product. The product is: [CH3:37][N:38]([CH3:39])[CH2:2][C:3]([NH:5][CH2:6][CH2:7][C:8]([NH:10][C:11]1[CH:12]=[C:13]2[C:18](=[CH:19][CH:20]=1)[N:17]=[CH:16][N:15]=[C:14]2[NH:21][C:22]1[CH:27]=[CH:26][C:25]([O:28][C:29]2[CH:30]=[N:31][C:32]([CH3:35])=[CH:33][CH:34]=2)=[C:24]([CH3:36])[CH:23]=1)=[O:9])=[O:4]. (6) Given the reactants C([Si]([O:8][CH2:9][C:10]1[CH:15]=[CH:14][C:13]([CH3:16])=[C:12]([F:17])[C:11]=1[F:18])(C)C)(C)(C)C.[F-].C([N+](CCCC)(CCCC)CCCC)CCC.O.Cl, predict the reaction product. The product is: [F:18][C:11]1[C:12]([F:17])=[C:13]([CH3:16])[CH:14]=[CH:15][C:10]=1[CH2:9][OH:8]. (7) Given the reactants [Cl:1][C:2]1[N:7]=[C:6]([S:8]([CH3:11])(=O)=O)[N:5]=[C:4]([NH:12][C:13]2[S:14][C:15]([C:18]#[N:19])=[CH:16][N:17]=2)[CH:3]=1.C(N(CC)CC)C.[C:27]([NH:34][CH2:35]CS)([O:29][C:30]([CH3:33])([CH3:32])[CH3:31])=[O:28], predict the reaction product. The product is: [Cl:1][C:2]1[CH:3]=[C:4]([NH:12][C:13]2[S:14][C:15]([C:18]#[N:19])=[CH:16][N:17]=2)[N:5]=[C:6]([S:8][CH2:11][CH2:35][NH:34][C:27](=[O:28])[O:29][C:30]([CH3:33])([CH3:32])[CH3:31])[N:7]=1. (8) Given the reactants [CH3:1][C:2]1[C:10]2[C:5](=[CH:6][CH:7]=[C:8]([S:11]([C:14]3[CH:19]=[CH:18][CH:17]=[CH:16][CH:15]=3)(=[O:13])=[O:12])[CH:9]=2)[N:4]([CH:20]2[CH2:25][CH2:24][N:23](C(OC(C)(C)C)=O)[CH2:22][CH2:21]2)[CH:3]=1.[ClH:33], predict the reaction product. The product is: [ClH:33].[CH3:1][C:2]1[C:10]2[C:5](=[CH:6][CH:7]=[C:8]([S:11]([C:14]3[CH:19]=[CH:18][CH:17]=[CH:16][CH:15]=3)(=[O:13])=[O:12])[CH:9]=2)[N:4]([CH:20]2[CH2:25][CH2:24][NH:23][CH2:22][CH2:21]2)[CH:3]=1. (9) Given the reactants Br[C:2]1[CH:3]=[C:4]2[C:8](=[C:9]([CH3:11])[CH:10]=1)[C:7](=[O:12])[N:6]([CH2:13][C:14]1[CH:19]=[CH:18][C:17]([Cl:20])=[CH:16][CH:15]=1)[CH2:5]2.[C-:21]#[N:22].[Na+].CCCCCC.CCOC(C)=O, predict the reaction product. The product is: [CH3:11][C:9]1[CH:10]=[C:2]([C:21]#[N:22])[CH:3]=[C:4]2[C:8]=1[C:7](=[O:12])[N:6]([CH2:13][C:14]1[CH:19]=[CH:18][C:17]([Cl:20])=[CH:16][CH:15]=1)[CH2:5]2.